Dataset: Catalyst prediction with 721,799 reactions and 888 catalyst types from USPTO. Task: Predict which catalyst facilitates the given reaction. (1) Reactant: [CH3:1][C:2]1[C:7]([CH2:8][C:9]([O:11][CH3:12])=[O:10])=[C:6]([C:13]2[CH:18]=[CH:17][CH:16]=[CH:15][CH:14]=2)[N:5]=[C:4]([C:19]2[CH:24]=[CH:23][CH:22]=[CH:21][CH:20]=2)[N:3]=1.[Li+].C[Si]([N-][Si](C)(C)C)(C)C.I[CH2:36][CH2:37][CH3:38]. Product: [CH3:1][C:2]1[C:7]([CH:8]([CH2:36][CH2:37][CH3:38])[C:9]([O:11][CH3:12])=[O:10])=[C:6]([C:13]2[CH:14]=[CH:15][CH:16]=[CH:17][CH:18]=2)[N:5]=[C:4]([C:19]2[CH:24]=[CH:23][CH:22]=[CH:21][CH:20]=2)[N:3]=1. The catalyst class is: 3. (2) Reactant: C([O:3][C:4](=[O:37])[CH2:5][NH:6][C:7](=[O:36])[CH2:8][CH2:9][C:10]1[C:15]([CH3:16])=[CH:14][C:13]([C:17]2[N:21]=[C:20]([C:22]3[S:23][C:24]([CH2:28][N:29]([CH:31]([CH3:33])[CH3:32])[CH3:30])=[C:25]([CH3:27])[CH:26]=3)[O:19][N:18]=2)=[CH:12][C:11]=1[CH2:34][CH3:35])C. Product: [CH2:34]([C:11]1[CH:12]=[C:13]([C:17]2[N:21]=[C:20]([C:22]3[S:23][C:24]([CH2:28][N:29]([CH:31]([CH3:33])[CH3:32])[CH3:30])=[C:25]([CH3:27])[CH:26]=3)[O:19][N:18]=2)[CH:14]=[C:15]([CH3:16])[C:10]=1[CH2:9][CH2:8][C:7]([NH:6][CH2:5][C:4]([OH:37])=[O:3])=[O:36])[CH3:35]. The catalyst class is: 494. (3) Reactant: [F:1][C:2]1[CH:3]=[C:4]([OH:9])[CH:5]=[CH:6][C:7]=1[NH2:8].CC(C)([O-])C.[K+].[Cl:16][C:17]1[CH:22]=[C:21](Cl)[CH:20]=[CH:19][N:18]=1. Product: [Cl:16][C:17]1[CH:22]=[C:21]([O:9][C:4]2[CH:5]=[CH:6][C:7]([NH2:8])=[C:2]([F:1])[CH:3]=2)[CH:20]=[CH:19][N:18]=1. The catalyst class is: 44. (4) Reactant: [F:1][C:2]1[CH:7]=[CH:6][C:5]([N:8]2[C:16]3[C:11](=[CH:12][C:13]([O:17][CH:18]([C:23]4[CH:28]=[CH:27][CH:26]=[CH:25][CH:24]=4)[C:19]([O:21]C)=[O:20])=[CH:14][CH:15]=3)[CH:10]=[N:9]2)=[CH:4][CH:3]=1.C[Si](C)(C)[C:31]([F:34])([F:33])[F:32].[F-].[Cs+].[F-].C([N+](CCCC)(CCCC)CCCC)CCC. Product: [F:32][C:31]([F:34])([F:33])[C:19]([OH:20])([OH:21])[CH:18]([O:17][C:13]1[CH:12]=[C:11]2[C:16](=[CH:15][CH:14]=1)[N:8]([C:5]1[CH:4]=[CH:3][C:2]([F:1])=[CH:7][CH:6]=1)[N:9]=[CH:10]2)[C:23]1[CH:28]=[CH:27][CH:26]=[CH:25][CH:24]=1. The catalyst class is: 20. (5) Reactant: [CH3:1][C:2]1[C:3](=[O:27])[C:4]2[C:9]([C:10](=[O:26])[C:11]=1[CH:12]([C:14](=[O:25])[C@H](C)NC(OC(C)(C)C)=O)[NH2:13])=[CH:8][CH:7]=[CH:6][CH:5]=2.N([C:43]([O:45][C:46]([CH3:49])([CH3:48])[CH3:47])=[O:44])[C@@H](C(O)=O)CC1C2C(=CC=CC=2)NC=1.CN(C(ON1N=[N:65][C:60]2[CH:61]=[CH:62][CH:63]=[CH:64][C:59]1=2)=[N+](C)C)C.F[P-](F)(F)(F)(F)F.C1[CH:75]=[CH:76][C:77]2N(O)N=[N:80][C:78]=2C=1.[CH3:84]CN(C(C)C)C(C)C. Product: [CH3:84][C:1]1[C:10](=[O:26])[C:9]2[C:4]([C:3](=[O:27])[C:2]=1[CH2:11][CH:12]([C:14](=[O:25])[C@@H:78]([CH2:77][C:76]1[C:59]3[C:60](=[CH:61][CH:62]=[CH:63][CH:64]=3)[N:65]([C:43]([O:45][C:46]([CH3:47])([CH3:49])[CH3:48])=[O:44])[CH:75]=1)[NH2:80])[NH2:13])=[CH:5][CH:6]=[CH:7][CH:8]=2. The catalyst class is: 2.